From a dataset of Full USPTO retrosynthesis dataset with 1.9M reactions from patents (1976-2016). Predict the reactants needed to synthesize the given product. (1) Given the product [N:1]1([CH:7]([C:11]2[S:12][CH:13]=[CH:14][CH:15]=2)[C:8]([O:10][C@@H:43]2[CH:44]3[CH2:47][CH2:48][N:41]([CH2:46][CH2:45]3)[CH2:42]2)=[O:9])[CH2:6][CH2:5][CH2:4][CH2:3][CH2:2]1, predict the reactants needed to synthesize it. The reactants are: [N:1]1([CH:7]([C:11]2[S:12][CH:13]=[CH:14][CH:15]=2)[C:8]([OH:10])=[O:9])[CH2:6][CH2:5][CH2:4][CH2:3][CH2:2]1.C1CCC(N=C=NC2CCCCC2)CC1.C1C=CC2N(O)N=NC=2C=1.[N:41]12[CH2:48][CH2:47][CH:44]([CH2:45][CH2:46]1)[C@@H:43](O)[CH2:42]2. (2) The reactants are: [BH4-].[Na+].[Si:3]([O:10][C@@H:11]([C@@H:38]([CH3:85])/[CH:39]=[CH:40]\[C@@H:41]([O:77][Si:78]([C:81]([CH3:84])([CH3:83])[CH3:82])([CH3:80])[CH3:79])[CH2:42][C@H:43]([O:69][Si:70]([C:73]([CH3:76])([CH3:75])[CH3:74])([CH3:72])[CH3:71])[C@H:44]([CH3:68])/[CH:45]=[CH:46]/[CH2:47][O:48][C:49]([C:62]1[CH:67]=[CH:66][CH:65]=[CH:64][CH:63]=1)([C:56]1[CH:61]=[CH:60][CH:59]=[CH:58][CH:57]=1)[C:50]1[CH:55]=[CH:54][CH:53]=[CH:52][CH:51]=1)[C@@H:12]([CH3:37])[CH2:13][C@@H:14]([CH3:36])/[CH:15]=[CH:16]/[C:17](=[O:35])[C@@H:18]([C@@H:20]1[C@@H:25]([CH3:26])[CH2:24][O:23][CH:22]([C:27]2[CH:32]=[CH:31][C:30]([O:33][CH3:34])=[CH:29][CH:28]=2)[O:21]1)[CH3:19])([C:6]([CH3:9])([CH3:8])[CH3:7])([CH3:5])[CH3:4]. Given the product [Si:3]([O:10][C@@H:11]([C@@H:38]([CH3:85])/[CH:39]=[CH:40]\[C@@H:41]([O:77][Si:78]([C:81]([CH3:84])([CH3:82])[CH3:83])([CH3:80])[CH3:79])[CH2:42][C@H:43]([O:69][Si:70]([C:73]([CH3:76])([CH3:75])[CH3:74])([CH3:71])[CH3:72])[C@H:44]([CH3:68])/[CH:45]=[CH:46]/[CH2:47][O:48][C:49]([C:50]1[CH:55]=[CH:54][CH:53]=[CH:52][CH:51]=1)([C:62]1[CH:67]=[CH:66][CH:65]=[CH:64][CH:63]=1)[C:56]1[CH:57]=[CH:58][CH:59]=[CH:60][CH:61]=1)[C@@H:12]([CH3:37])[CH2:13][C@@H:14]([CH3:36])[CH2:15][CH2:16][C:17](=[O:35])[C@@H:18]([C@@H:20]1[C@@H:25]([CH3:26])[CH2:24][O:23][CH:22]([C:27]2[CH:28]=[CH:29][C:30]([O:33][CH3:34])=[CH:31][CH:32]=2)[O:21]1)[CH3:19])([C:6]([CH3:7])([CH3:8])[CH3:9])([CH3:4])[CH3:5], predict the reactants needed to synthesize it. (3) Given the product [Cl:1][C:2]1[CH:3]=[C:4]2[C:8](=[CH:9][CH:10]=1)[NH:7][C:6]([C:11]([NH:35][CH:33]([C:28]1[CH:27]=[C:26]([CH:31]=[C:30]([F:32])[CH:29]=1)[O:25][C:22]1[CH:23]=[CH:24][C:19]([CH2:18][CH2:17][C:16]([OH:37])=[O:15])=[C:20]([CH3:36])[CH:21]=1)[CH3:34])=[O:13])=[CH:5]2, predict the reactants needed to synthesize it. The reactants are: [Cl:1][C:2]1[CH:3]=[C:4]2[C:8](=[CH:9][CH:10]=1)[NH:7][C:6]([C:11]([OH:13])=O)=[CH:5]2.C[O:15][C:16](=[O:37])[CH2:17][CH2:18][C:19]1[CH:24]=[CH:23][C:22]([O:25][C:26]2[CH:31]=[C:30]([F:32])[CH:29]=[C:28]([CH:33]([NH2:35])[CH3:34])[CH:27]=2)=[CH:21][C:20]=1[CH3:36].